From a dataset of Reaction yield outcomes from USPTO patents with 853,638 reactions. Predict the reaction yield, written as a fraction of the theoretical maximum amount of product (1.0 means a 100% yield; for example, 0.34 means a 34% yield). (1) The reactants are [NH:1]1[CH2:5][CH2:4][CH:3]([OH:6])[CH2:2]1.CCN(C(C)C)C(C)C.[F:16][C:17]1[CH:25]=[CH:24][C:20]([C:21](Cl)=[O:22])=[CH:19][CH:18]=1.[OH-].[K+]. The catalyst is C(Cl)Cl.CCO. The product is [F:16][C:17]1[CH:25]=[CH:24][C:20]([C:21]([N:1]2[CH2:5][CH2:4][CH:3]([OH:6])[CH2:2]2)=[O:22])=[CH:19][CH:18]=1. The yield is 0.660. (2) The reactants are [N:1]1[CH:6]=[CH:5][CH:4]=[C:3]([NH:7][C:8]([N:10]2[CH2:13][CH:12]([O:14][C:15]3[CH:20]=[CH:19][C:18](I)=[CH:17][N:16]=3)[CH2:11]2)=[O:9])[N:2]=1.[CH3:22][O:23][CH2:24][CH2:25][O:26][C:27]1[CH:28]=[C:29](B2OC(C)(C)C(C)(C)O2)[CH:30]=[CH:31][CH:32]=1. No catalyst specified. The product is [N:1]1[CH:6]=[CH:5][CH:4]=[C:3]([NH:7][C:8]([N:10]2[CH2:13][CH:12]([O:14][C:15]3[CH:20]=[CH:19][C:18]([C:29]4[CH:30]=[CH:31][CH:32]=[C:27]([O:26][CH2:25][CH2:24][O:23][CH3:22])[CH:28]=4)=[CH:17][N:16]=3)[CH2:11]2)=[O:9])[N:2]=1. The yield is 0.250. (3) The reactants are [Br:1][C:2]1[CH:7]=[CH:6][CH:5]=[C:4]([Br:8])[C:3]=1[F:9].[B:10]1([B:10]2[O:14][C:13]([CH3:16])([CH3:15])[C:12]([CH3:18])([CH3:17])[O:11]2)[O:14][C:13]([CH3:16])([CH3:15])[C:12]([CH3:18])([CH3:17])[O:11]1.CC(=O)OCC. The catalyst is CCCCCCC.[Ir].C1CCC=CCCC=1.C(C1C=CC=C(C(C)C)C=1N=CC1C=CC=CN=1)(C)C. The product is [Br:1][C:2]1[CH:7]=[C:6]([B:10]2[O:14][C:13]([CH3:16])([CH3:15])[C:12]([CH3:18])([CH3:17])[O:11]2)[CH:5]=[C:4]([Br:8])[C:3]=1[F:9]. The yield is 0.490. (4) The reactants are [CH2:1]([N:8]1[C:12]([NH2:13])=[CH:11][N:10]=[N:9]1)[C:2]1[CH:7]=[CH:6][CH:5]=[CH:4][CH:3]=1.[Si:14]([O:21][CH:22]1[CH2:27][CH2:26][C:25](=O)[CH2:24][CH2:23]1)([C:17]([CH3:20])([CH3:19])[CH3:18])([CH3:16])[CH3:15].C(O[BH-](OC(=O)C)OC(=O)C)(=O)C.[Na+]. The catalyst is C(O)(=O)C. The product is [CH2:1]([N:8]1[C:12]([NH:13][CH:25]2[CH2:26][CH2:27][CH:22]([O:21][Si:14]([C:17]([CH3:20])([CH3:19])[CH3:18])([CH3:15])[CH3:16])[CH2:23][CH2:24]2)=[CH:11][N:10]=[N:9]1)[C:2]1[CH:7]=[CH:6][CH:5]=[CH:4][CH:3]=1. The yield is 0.470.